Dataset: Forward reaction prediction with 1.9M reactions from USPTO patents (1976-2016). Task: Predict the product of the given reaction. (1) Given the reactants Cl.[Cl:2][C:3]1[CH:8]=[CH:7][C:6]([S:9]([N:12]2[CH:17]=[C:16]([F:18])[C:15]([N:19]=CN(C)C)=[N:14][C:13]2=[O:24])(=[O:11])=[O:10])=[CH:5][CH:4]=1, predict the reaction product. The product is: [NH2:19][C:15]1[C:16]([F:18])=[CH:17][N:12]([S:9]([C:6]2[CH:5]=[CH:4][C:3]([Cl:2])=[CH:8][CH:7]=2)(=[O:11])=[O:10])[C:13](=[O:24])[N:14]=1. (2) Given the reactants Cl.[CH:2]1([CH2:5][NH:6][C:7]([C:9]2[N:10]=[C:11]([C:18]([F:21])([F:20])[F:19])[N:12]3[CH2:17][CH2:16][NH:15][CH2:14][C:13]=23)=[O:8])[CH2:4][CH2:3]1.C(=O)([O-])[O-].[K+].[K+], predict the reaction product. The product is: [CH:2]1([CH2:5][NH:6][C:7]([C:9]2[N:10]=[C:11]([C:18]([F:19])([F:20])[F:21])[N:12]3[CH2:17][CH2:16][NH:15][CH2:14][C:13]=23)=[O:8])[CH2:4][CH2:3]1. (3) Given the reactants C(OC(NC1C(=O)N2C(C)(C(O)=O)CCC2=NC=1)=O)C1C=CC=CC=1.C([O:30][C:31]([C:33]1([CH2:54][C:55]2[CH:60]=[CH:59][CH:58]=[CH:57][CH:56]=2)[N:37]2[C:38](=[O:53])[C:39]([NH:42][C:43]([O:45][CH2:46][C:47]3[CH:52]=[CH:51][CH:50]=[CH:49][CH:48]=3)=[O:44])=[CH:40][N:41]=[C:36]2[CH2:35][CH2:34]1)=[O:32])(C)(C)C, predict the reaction product. The product is: [CH2:54]([C:33]1([C:31]([OH:32])=[O:30])[N:37]2[C:38](=[O:53])[C:39]([NH:42][C:43]([O:45][CH2:46][C:47]3[CH:52]=[CH:51][CH:50]=[CH:49][CH:48]=3)=[O:44])=[CH:40][N:41]=[C:36]2[CH2:35][CH2:34]1)[C:55]1[CH:56]=[CH:57][CH:58]=[CH:59][CH:60]=1. (4) Given the reactants [Cl:1][C:2]1[CH:7]=[CH:6][C:5]([CH:8]([C:21]2[CH:26]=[CH:25][C:24]([Cl:27])=[CH:23][CH:22]=2)[C:9]2[CH:10]=[C:11]3[C:16](=[CH:17][CH:18]=2)[N:15]=[C:14]([OH:19])[CH:13]=[C:12]3Br)=[CH:4][CH:3]=1.[C:28]1([N:34]2[CH2:39][CH2:38][CH:37]([NH2:40])[CH2:36][CH2:35]2)[CH:33]=[CH:32][CH:31]=[CH:30][CH:29]=1.C([O-])([O-])=O.[Cs+].[Cs+], predict the reaction product. The product is: [Cl:1][C:2]1[CH:7]=[CH:6][C:5]([CH:8]([C:21]2[CH:26]=[CH:25][C:24]([Cl:27])=[CH:23][CH:22]=2)[C:9]2[CH:10]=[C:11]3[C:16](=[CH:17][CH:18]=2)[N:15]=[C:14]([OH:19])[CH:13]=[C:12]3[NH:40][CH:37]2[CH2:38][CH2:39][N:34]([C:28]3[CH:33]=[CH:32][CH:31]=[CH:30][CH:29]=3)[CH2:35][CH2:36]2)=[CH:4][CH:3]=1. (5) Given the reactants [Br:1][C:2]1[CH:7]=[CH:6][C:5]([C:8]2[NH:9][CH:10]=[C:11]([C:13]([OH:15])=O)[N:12]=2)=[C:4]([F:16])[CH:3]=1.[CH:17]([NH:20][N:21]=[C:22]([NH2:24])[CH3:23])([CH3:19])[CH3:18].CN(C(ON1N=NC2C=CC=CC1=2)=[N+](C)C)C.F[P-](F)(F)(F)(F)F, predict the reaction product. The product is: [Br:1][C:2]1[CH:7]=[CH:6][C:5]([C:8]2[NH:9][CH:10]=[C:11]([C:13]([N:24]=[C:22]([NH:21][NH:20][CH:17]([CH3:19])[CH3:18])[CH3:23])=[O:15])[N:12]=2)=[C:4]([F:16])[CH:3]=1. (6) Given the reactants [Br:1][C:2]1[CH:3]=[C:4]([N:8]2[C:16]3[C:11](=[CH:12][C:13]([C:17]4[CH:21]=[CH:20][N:19]([CH3:22])[N:18]=4)=[CH:14][CH:15]=3)[C:10]([C:23]([O:25]C)=O)=[N:9]2)[CH:5]=[CH:6][CH:7]=1.C([NH2:29])=O, predict the reaction product. The product is: [Br:1][C:2]1[CH:3]=[C:4]([N:8]2[C:16]3[C:11](=[CH:12][C:13]([C:17]4[CH:21]=[CH:20][N:19]([CH3:22])[N:18]=4)=[CH:14][CH:15]=3)[C:10]([C:23]([NH2:29])=[O:25])=[N:9]2)[CH:5]=[CH:6][CH:7]=1. (7) Given the reactants [CH3:1]C(C)([O-])C.[K+].[Cl:7][C:8]1[CH:21]=[C:20]([Cl:22])[C:19]([O:23][C:24]2[N:28]([CH3:29])[N:27]=[C:26]([CH3:30])[C:25]=2[CH:31]=O)=[CH:18][C:9]=1[O:10][CH:11]([CH3:17])[C:12]([O:14][CH2:15][CH3:16])=[O:13].Cl, predict the reaction product. The product is: [Cl:7][C:8]1[CH:21]=[C:20]([Cl:22])[C:19]([O:23][C:24]2[N:28]([CH3:29])[N:27]=[C:26]([CH3:30])[C:25]=2[CH:31]=[CH2:1])=[CH:18][C:9]=1[O:10][CH:11]([CH3:17])[C:12]([O:14][CH2:15][CH3:16])=[O:13]. (8) Given the reactants [CH3:1][N:2]1[CH:10]=[C:9]2[C:4]([CH:5]=[CH:6][CH:7]=[C:8]2[C@@H:11]2[CH2:13][C@H:12]2[C:14](OCC)=[O:15])=[N:3]1.[H-].[Al+3].[Li+].[H-].[H-].[H-].C(OCC)(=O)C.[OH-].[Na+], predict the reaction product. The product is: [CH3:1][N:2]1[CH:10]=[C:9]2[C:4]([CH:5]=[CH:6][CH:7]=[C:8]2[C@@H:11]2[CH2:13][C@H:12]2[CH2:14][OH:15])=[N:3]1.